Dataset: Peptide-MHC class I binding affinity with 185,985 pairs from IEDB/IMGT. Task: Regression. Given a peptide amino acid sequence and an MHC pseudo amino acid sequence, predict their binding affinity value. This is MHC class I binding data. (1) The peptide sequence is TKDTNDNNL. The MHC is HLA-A31:01 with pseudo-sequence HLA-A31:01. The binding affinity (normalized) is 0.0847. (2) The peptide sequence is SLFKNVRLL. The MHC is HLA-C06:02 with pseudo-sequence HLA-C06:02. The binding affinity (normalized) is 0.655. (3) The peptide sequence is EPVDPRLEPW. The MHC is HLA-B07:02 with pseudo-sequence HLA-B07:02. The binding affinity (normalized) is 0.0532. (4) The binding affinity (normalized) is 0.308. The MHC is HLA-A24:02 with pseudo-sequence HLA-A24:02. The peptide sequence is RYNTRGNTY. (5) The peptide sequence is SLVITYCLV. The MHC is HLA-A03:01 with pseudo-sequence HLA-A03:01. The binding affinity (normalized) is 0.346. (6) The peptide sequence is QLPQEIAML. The MHC is Mamu-A01 with pseudo-sequence Mamu-A01. The binding affinity (normalized) is 0.599.